This data is from TCR-epitope binding with 47,182 pairs between 192 epitopes and 23,139 TCRs. The task is: Binary Classification. Given a T-cell receptor sequence (or CDR3 region) and an epitope sequence, predict whether binding occurs between them. (1) The epitope is VLQAVGACV. The TCR CDR3 sequence is CASSDHIRSGSQETQYF. Result: 0 (the TCR does not bind to the epitope). (2) The epitope is AYAQKIFKI. The TCR CDR3 sequence is CASSLGVSYTDTQYF. Result: 0 (the TCR does not bind to the epitope). (3) The TCR CDR3 sequence is CASSLAGTGVIYEQYF. Result: 1 (the TCR binds to the epitope). The epitope is TLIGDCATV. (4) The epitope is IVTDFSVIK. The TCR CDR3 sequence is CSASPGDYEQYF. Result: 1 (the TCR binds to the epitope). (5) The epitope is KRWIILGLNK. The TCR CDR3 sequence is CASSTYSGQSYGYTF. Result: 0 (the TCR does not bind to the epitope). (6) The TCR CDR3 sequence is CASSLWDPDTGELFF. Result: 0 (the TCR does not bind to the epitope). The epitope is NQKLIANQF.